From a dataset of Reaction yield outcomes from USPTO patents with 853,638 reactions. Predict the reaction yield, written as a fraction of the theoretical maximum amount of product (1.0 means a 100% yield; for example, 0.34 means a 34% yield). (1) The reactants are [C:1]([C:4]1[C:9](=[O:10])[C:8]([O:11][CH3:12])=[CH:7][N:6]([C:13]2[CH:18]=[CH:17][CH:16]=[C:15]([C:19]([F:22])([F:21])[F:20])[CH:14]=2)[N:5]=1)(=[O:3])[CH3:2].CO[CH:25](OC)[N:26]([CH3:28])[CH3:27]. No catalyst specified. The product is [CH3:25][N:26]([CH3:28])[CH:27]=[CH:2][C:1]([C:4]1[C:9](=[O:10])[C:8]([O:11][CH3:12])=[CH:7][N:6]([C:13]2[CH:18]=[CH:17][CH:16]=[C:15]([C:19]([F:21])([F:22])[F:20])[CH:14]=2)[N:5]=1)=[O:3]. The yield is 0.890. (2) The reactants are [NH2:1][S:2]([C:5]1[CH:10]=[CH:9][C:8]([N:11]2[C:15]([C:16]3[CH:21]=[CH:20][C:19]([CH3:22])=[CH:18][CH:17]=3)=[CH:14][C:13]([C:23](O)=[O:24])=[N:12]2)=[CH:7][CH:6]=1)(=[O:4])=[O:3].Br.Br[CH2:28][CH2:29][NH2:30].ON1C2C=CC=CC=2N=N1.C(N(CC)CC)C.Cl.C(N=C=NCCCN(C)C)C. The catalyst is CN(C=O)C.O. The product is [O:24]1[CH2:28][CH2:29][N:30]=[C:23]1[C:13]1[CH:14]=[C:15]([C:16]2[CH:17]=[CH:18][C:19]([CH3:22])=[CH:20][CH:21]=2)[N:11]([C:8]2[CH:7]=[CH:6][C:5]([S:2]([NH2:1])(=[O:4])=[O:3])=[CH:10][CH:9]=2)[N:12]=1. The yield is 0.450.